Dataset: Forward reaction prediction with 1.9M reactions from USPTO patents (1976-2016). Task: Predict the product of the given reaction. (1) The product is: [CH:8]([C:10]1[C:15]([OH:16])=[CH:14][C:13]([C:20]([F:21])([F:22])[F:23])=[CH:12][C:11]=1[C:24]1[CH:25]=[CH:26][C:27]([C:30]([NH:32][CH2:33][CH2:34][C:35]([O:37][CH2:38][CH3:39])=[O:36])=[O:31])=[N:28][CH:29]=1)=[O:9]. Given the reactants C(O)(C(F)(F)F)=O.[CH:8]([C:10]1[C:15]([O:16]COC)=[CH:14][C:13]([C:20]([F:23])([F:22])[F:21])=[CH:12][C:11]=1[C:24]1[CH:25]=[CH:26][C:27]([C:30]([NH:32][CH2:33][CH2:34][C:35]([O:37][CH2:38][CH3:39])=[O:36])=[O:31])=[N:28][CH:29]=1)=[O:9], predict the reaction product. (2) Given the reactants [OH:1][C:2]1[CH:9]=[CH:8][C:5]([C:6]#[N:7])=[CH:4][C:3]=1[N+:10]([O-:12])=[O:11].[Br:13]([O-])(=O)=O.[K+], predict the reaction product. The product is: [Br:13][C:9]1[CH:8]=[C:5]([CH:4]=[C:3]([N+:10]([O-:12])=[O:11])[C:2]=1[OH:1])[C:6]#[N:7]. (3) Given the reactants [Cl:1][C:2]1[C:3]([C:15]([O:17]C)=[O:16])=[N:4][S:5][C:6]=1[C:7]1[CH:12]=[CH:11][CH:10]=[C:9]([Cl:13])[C:8]=1[F:14].C([O-])([O-])=O.[Cs+].[Cs+].ClC1C(C(OC)=O)=NSC=1Cl, predict the reaction product. The product is: [Cl:1][C:2]1[C:3]([C:15]([OH:17])=[O:16])=[N:4][S:5][C:6]=1[C:7]1[CH:12]=[CH:11][CH:10]=[C:9]([Cl:13])[C:8]=1[F:14]. (4) Given the reactants [CH3:1][C@@H:2]1[CH2:8][NH:7][CH2:6][C:5]2[CH:9]=[CH:10][C:11]([C:13]([O:15][CH3:16])=[O:14])=[CH:12][C:4]=2[O:3]1.C(N(CC)CC)C.[C:24](Cl)(=[O:26])[CH3:25], predict the reaction product. The product is: [C:24]([N:7]1[CH2:6][C:5]2[CH:9]=[CH:10][C:11]([C:13]([O:15][CH3:16])=[O:14])=[CH:12][C:4]=2[O:3][C@H:2]([CH3:1])[CH2:8]1)(=[O:26])[CH3:25]. (5) Given the reactants [NH2:1][C@@H:2]([CH2:5][CH2:6][C:7]1[CH:12]=[CH:11][CH:10]=[C:9]([C:13]([F:16])([F:15])[F:14])[N:8]=1)[CH2:3][OH:4].C([O-])([O-])=O.[K+].[K+].[N:23]#[C:24]Br.O, predict the reaction product. The product is: [F:15][C:13]([F:16])([F:14])[C:9]1[N:8]=[C:7]([CH2:6][CH2:5][C@H:2]2[CH2:3][O:4][C:24]([NH2:23])=[N:1]2)[CH:12]=[CH:11][CH:10]=1. (6) Given the reactants [CH3:1][C@@H:2]1[CH2:6][O:5][C:4](=[O:7])[N:3]1[C:8]1[CH:16]=[CH:15][C:11]([C:12]([OH:14])=O)=[CH:10][CH:9]=1.[CH3:17][C:18]1[C:19]([N:28]2[CH2:33][CH2:32][NH:31][CH2:30][CH2:29]2)=[N:20][CH:21]=[C:22]([C:24]([F:27])([F:26])[F:25])[CH:23]=1.O.[Cl-].COC1N=C(OC)N=C([N+]2(C)CCOCC2)N=1.C(Cl)(Cl)[Cl:54], predict the reaction product. The product is: [ClH:54].[CH3:1][C@@H:2]1[CH2:6][O:5][C:4](=[O:7])[N:3]1[C:8]1[CH:9]=[CH:10][C:11]([C:12]([N:31]2[CH2:32][CH2:33][N:28]([C:19]3[C:18]([CH3:17])=[CH:23][C:22]([C:24]([F:27])([F:25])[F:26])=[CH:21][N:20]=3)[CH2:29][CH2:30]2)=[O:14])=[CH:15][CH:16]=1.